This data is from Full USPTO retrosynthesis dataset with 1.9M reactions from patents (1976-2016). The task is: Predict the reactants needed to synthesize the given product. (1) Given the product [CH:14]1([N:17]2[CH2:22][C:21]3([CH2:27][CH2:26][N:25]([S:28]([C:31]4[CH:32]=[CH:33][C:34]([C:2]5[CH:11]=[C:10]6[C:5]([C:6]([NH:12][CH3:13])=[CH:7][CH:8]=[N:9]6)=[CH:4][CH:3]=5)=[CH:35][CH:36]=4)(=[O:29])=[O:30])[CH2:24][CH2:23]3)[O:20][CH2:19][C:18]2=[O:46])[CH2:15][CH2:16]1, predict the reactants needed to synthesize it. The reactants are: Br[C:2]1[CH:11]=[C:10]2[C:5]([C:6]([NH:12][CH3:13])=[CH:7][CH:8]=[N:9]2)=[CH:4][CH:3]=1.[CH:14]1([N:17]2[CH2:22][C:21]3([CH2:27][CH2:26][N:25]([S:28]([C:31]4[CH:36]=[CH:35][C:34](B5OC(C)(C)C(C)(C)O5)=[CH:33][CH:32]=4)(=[O:30])=[O:29])[CH2:24][CH2:23]3)[O:20][CH2:19][C:18]2=[O:46])[CH2:16][CH2:15]1. (2) Given the product [Br:1][C:2]1[CH:3]=[C:4]([C:13]([O:15][CH2:16][CH3:17])=[O:14])[C:5]2[C:10]([CH2:11][CH3:12])=[N:9][N:8]([CH:25]([CH3:27])[CH3:26])[C:6]=2[N:7]=1, predict the reactants needed to synthesize it. The reactants are: [Br:1][C:2]1[CH:3]=[C:4]([C:13]([O:15][CH2:16][CH3:17])=[O:14])[C:5]2[C:10]([CH2:11][CH3:12])=[N:9][NH:8][C:6]=2[N:7]=1.C([O-])([O-])=O.[K+].[K+].Br[CH:25]([CH3:27])[CH3:26]. (3) Given the product [CH2:2]([N:6]1[C:10]([CH3:11])=[CH:9][S:8]/[C:7]/1=[CH:12]\[C:19]([C:18]1[CH:22]=[C:14]([Cl:13])[CH:15]=[CH:16][C:17]=1[F:23])=[O:20])[CH2:3][CH2:4][CH3:5], predict the reactants needed to synthesize it. The reactants are: [I-].[CH2:2]([N+:6]1[C:10]([CH3:11])=[CH:9][S:8][C:7]=1[CH3:12])[CH2:3][CH2:4][CH3:5].[Cl:13][C:14]1[CH:15]=[CH:16][C:17]([F:23])=[C:18]([CH:22]=1)[C:19](Cl)=[O:20]. (4) Given the product [Cl:1][C:2]1[CH:3]=[C:4]([CH:7]=[CH:8][CH:9]=1)[CH2:5][N:10]1[CH2:15][CH2:14][NH:13][CH2:12][CH2:11]1, predict the reactants needed to synthesize it. The reactants are: [Cl:1][C:2]1[CH:3]=[C:4]([CH:7]=[CH:8][CH:9]=1)[CH2:5]Cl.[NH:10]1[CH2:15][CH2:14][NH:13][CH2:12][CH2:11]1. (5) Given the product [CH3:1][S:2][C:3]1[N:8]=[C:7]([NH:9][C:10]2[CH:15]=[CH:14][CH:13]=[CH:12][CH:11]=2)[C:6]([C:16]([OH:18])=[O:17])=[CH:5][N:4]=1, predict the reactants needed to synthesize it. The reactants are: [CH3:1][S:2][C:3]1[N:8]=[C:7]([NH:9][C:10]2[CH:15]=[CH:14][CH:13]=[CH:12][CH:11]=2)[C:6]([C:16]([O:18]CC)=[O:17])=[CH:5][N:4]=1.[OH-].[Na+]. (6) Given the product [CH3:5][C:2]([N:6]1[CH2:7][CH2:8][CH:9]([S:12]([C:13]2[CH:14]=[CH:15][C:16]3[O:25][CH2:24][CH2:23][N:22]4[CH:21]=[C:20]([C:26]5[CH:31]=[CH:30][CH:29]=[CH:28][N:27]=5)[N:19]=[C:18]4[C:17]=3[CH:32]=2)=[O:34])[CH2:10][CH2:11]1)([CH3:1])[CH2:3][OH:4], predict the reactants needed to synthesize it. The reactants are: [CH3:1][C:2]([N:6]1[CH2:11][CH2:10][CH:9]([S:12][C:13]2[CH:14]=[CH:15][C:16]3[O:25][CH2:24][CH2:23][N:22]4[C:18](=[N:19][C:20]([C:26]5[CH:31]=[CH:30][CH:29]=[CH:28][N:27]=5)=[CH:21]4)[C:17]=3[CH:32]=2)[CH2:8][CH2:7]1)([CH3:5])[CH2:3][OH:4].C(O)(C(F)(F)F)=[O:34].C1C=C(Cl)C=C(C(OO)=O)C=1. (7) Given the product [Br:1][C:2]1[CH:10]=[CH:9][C:5]([C:6]([NH:19][S:16]([CH3:15])(=[O:18])=[O:17])=[O:7])=[CH:4][C:3]=1[O:11][CH:12]([F:14])[F:13], predict the reactants needed to synthesize it. The reactants are: [Br:1][C:2]1[CH:10]=[CH:9][C:5]([C:6](O)=[O:7])=[CH:4][C:3]=1[O:11][CH:12]([F:14])[F:13].[CH3:15][S:16]([NH2:19])(=[O:18])=[O:17].Cl.C(N=C=NCCCN(C)C)C. (8) Given the product [CH3:20][C@H:18]1[CH2:19][N:14]2[N:13]=[CH:12][C:11]([N:9]3[CH2:10][CH:6]([C:2]4[O:1][CH:5]=[N:4][N:3]=4)[CH2:7][C:8]3=[O:28])=[C:15]2[CH2:16][N:17]1[C:21]([NH:47][C:41]1[CH:40]=[C:39]([F:38])[C:44]([F:45])=[C:43]([F:46])[CH:42]=1)=[O:22], predict the reactants needed to synthesize it. The reactants are: [O:1]1[CH:5]=[N:4][N:3]=[C:2]1[CH:6]1[CH2:10][N:9]([C:11]2[CH:12]=[N:13][N:14]3[CH2:19][C@H:18]([CH3:20])[N:17]([C:21](OC(C)(C)C)=[O:22])[CH2:16][C:15]=23)[C:8](=[O:28])[CH2:7]1.C(N(C(C)C)C(C)C)C.[F:38][C:39]1[CH:40]=[C:41]([NH:47]C(=O)OC2C=CC=CC=2)[CH:42]=[C:43]([F:46])[C:44]=1[F:45]. (9) Given the product [C:2]([CH2:5][O:6][C:7]1[CH:8]=[C:9]([CH:19]=[C:20]([O:22][CH3:23])[CH:21]=1)[C:10]([NH:12][CH:13]1[CH2:14][CH2:15][N:16]([CH2:27][C:28]2[CH:33]=[C:32]([O:34][CH2:35][CH3:36])[C:31]([Cl:37])=[C:30]([O:38][CH2:39][CH3:40])[CH:29]=2)[CH2:17][CH2:18]1)=[O:11])(=[O:4])[NH2:3], predict the reactants needed to synthesize it. The reactants are: Cl.[C:2]([CH2:5][O:6][C:7]1[CH:8]=[C:9]([CH:19]=[C:20]([O:22][CH3:23])[CH:21]=1)[C:10]([NH:12][CH:13]1[CH2:18][CH2:17][NH:16][CH2:15][CH2:14]1)=[O:11])(=[O:4])[NH2:3].C(O[C:27](=O)[C:28]1[CH:33]=[C:32]([O:34][CH2:35][CH3:36])[C:31]([Cl:37])=[C:30]([O:38][CH2:39][CH3:40])[CH:29]=1)C.[Cl:37][C:31]1[C:32]([O:34][CH2:35][CH3:36])=[CH:33][C:28]([CH2:27]N2CCC(NC(=O)C3C=C(OC)C=C(CO)C=3)CC2)=[CH:29][C:30]=1[O:38][CH2:39][CH3:40].C([BH3-])#N.[Na+].C(N(C(C)C)C(C)C)C. (10) The reactants are: Cl[C:2]1[N:11]=[CH:10][C:9]2[N:8]([CH3:12])[C:7](=[O:13])[C@@H:6]([CH2:14][CH3:15])[N:5]([CH:16]3[CH2:20][CH2:19][CH2:18][CH2:17]3)[C:4]=2[N:3]=1.[F:21][C:22]1[CH:23]=[CH:24][C:25]([C:28]2[NH:29][CH:30]=[CH:31][N:32]=2)=[N:26][CH:27]=1. Given the product [CH:16]1([N:5]2[C:4]3[N:3]=[C:2]([N:29]4[CH:30]=[CH:31][N:32]=[C:28]4[C:25]4[CH:24]=[CH:23][C:22]([F:21])=[CH:27][N:26]=4)[N:11]=[CH:10][C:9]=3[N:8]([CH3:12])[C:7](=[O:13])[C@H:6]2[CH2:14][CH3:15])[CH2:20][CH2:19][CH2:18][CH2:17]1, predict the reactants needed to synthesize it.